Dataset: CYP2C19 inhibition data for predicting drug metabolism from PubChem BioAssay. Task: Regression/Classification. Given a drug SMILES string, predict its absorption, distribution, metabolism, or excretion properties. Task type varies by dataset: regression for continuous measurements (e.g., permeability, clearance, half-life) or binary classification for categorical outcomes (e.g., BBB penetration, CYP inhibition). Dataset: cyp2c19_veith. (1) The molecule is COc1ccc2c(c1)C(=NN)c1cc(OC)ccc1-2. The result is 1 (inhibitor). (2) The molecule is CN(C)C(=C(C#N)C#N)N1CCN(c2ccc(Cl)c(Cl)c2)CC1. The result is 1 (inhibitor).